Dataset: Reaction yield outcomes from USPTO patents with 853,638 reactions. Task: Predict the reaction yield, written as a fraction of the theoretical maximum amount of product (1.0 means a 100% yield; for example, 0.34 means a 34% yield). (1) The reactants are C([N:8]1[CH:13]2[CH:14]([OH:18])[C:15](=[O:17])[CH2:16][CH:9]1[CH2:10][O:11][CH2:12]2)C1C=CC=CC=1.[CH3:31][C:30]([O:29][C:27](O[C:27]([O:29][C:30]([CH3:33])([CH3:32])[CH3:31])=[O:28])=[O:28])([CH3:33])[CH3:32]. The catalyst is CO.[Pd]. The product is [OH:18][CH:14]1[C:15](=[O:17])[CH2:16][CH:9]2[N:8]([C:27]([O:29][C:30]([CH3:31])([CH3:32])[CH3:33])=[O:28])[CH:13]1[CH2:12][O:11][CH2:10]2. The yield is 1.00. (2) The reactants are Br[CH2:2][C:3]([C:5]1[CH:18]=[CH:17][C:16]2[S:15][C:14]3[C:9](=[CH:10][CH:11]=[CH:12][CH:13]=3)[N:8](C(=O)CCl)[C:7]=2[CH:6]=1)=[O:4].[ClH:23]. The catalyst is C(O)(=O)C. The product is [Cl:23][CH2:2][C:3]([C:5]1[CH:18]=[CH:17][C:16]2[S:15][C:14]3[C:9](=[CH:10][CH:11]=[CH:12][CH:13]=3)[NH:8][C:7]=2[CH:6]=1)=[O:4]. The yield is 0.820. (3) The reactants are C(OC([N:8]1[CH2:13][CH2:12][C:11]([OH:36])([C:14]2[CH:35]=[CH:34][C:17]3[C:18]4[N:19]=[C:20]([C:26]5[N:27]([CH:31]([CH3:33])[CH3:32])[N:28]=[CH:29][N:30]=5)[S:21][C:22]=4[CH2:23][CH2:24][O:25][C:16]=3[CH:15]=2)[CH2:10][CH2:9]1)=O)(C)(C)C.C(O)(C(F)(F)F)=O.C(Cl)[Cl:45]. No catalyst specified. The product is [ClH:45].[CH:31]([N:27]1[C:26]([C:20]2[S:21][C:22]3[CH2:23][CH2:24][O:25][C:16]4[CH:15]=[C:14]([C:11]5([OH:36])[CH2:10][CH2:9][NH:8][CH2:13][CH2:12]5)[CH:35]=[CH:34][C:17]=4[C:18]=3[N:19]=2)=[N:30][CH:29]=[N:28]1)([CH3:33])[CH3:32]. The yield is 0.510. (4) The reactants are [N+:1]([C:4]1[CH:5]=[C:6](/[CH:10]=[CH:11]/[C:12]([O:14][CH3:15])=[O:13])[CH:7]=[CH:8][CH:9]=1)([O-])=O.Cl. The catalyst is CCO.[Fe]. The product is [NH2:1][C:4]1[CH:5]=[C:6](/[CH:10]=[CH:11]/[C:12]([O:14][CH3:15])=[O:13])[CH:7]=[CH:8][CH:9]=1. The yield is 0.570. (5) The reactants are [NH2:1][C:2]([C@:4]1([CH2:33][O:34][CH3:35])[CH2:8][CH2:7][C@H:6]([C:9]2[CH:14]=[CH:13][C:12]([O:15][CH2:16][C:17]3[CH:22]=[CH:21][CH:20]=[CH:19][C:18]=3[F:23])=[C:11]([O:24][CH3:25])[CH:10]=2)[N:5]1C(OC(C)(C)C)=O)=[O:3].C([Cl:39])(C)=O. The catalyst is C(OCC)(=O)C.CO. The product is [ClH:39].[F:23][C:18]1[CH:19]=[CH:20][CH:21]=[CH:22][C:17]=1[CH2:16][O:15][C:12]1[CH:13]=[CH:14][C:9]([C@@H:6]2[NH:5][C@:4]([CH2:33][O:34][CH3:35])([C:2]([NH2:1])=[O:3])[CH2:8][CH2:7]2)=[CH:10][C:11]=1[O:24][CH3:25]. The yield is 0.820. (6) The reactants are [S:1]1[CH2:5][C@@H:4]([CH2:6][OH:7])[NH:3][CH2:2]1.[Cl:8][CH2:9][CH:10]1[CH2:12]O1. No catalyst specified. The product is [Cl:8][CH2:9][CH:10]1[O:7][CH2:6][C@@H:4]2[CH2:5][S:1][CH2:2][N:3]2[CH2:12]1. The yield is 0.0240. (7) The reactants are C[Si]([N-][Si](C)(C)C)(C)C.[Na+].[CH3:11][N:12]1[CH2:17][CH2:16][CH:15]([C:18]2[CH:27]=[CH:26][C:21]([C:22]([O:24]C)=O)=[CH:20][CH:19]=2)[CH2:14][CH2:13]1.[NH2:28][C:29]1[N:33](C(OC(C)(C)C)=O)[N:32]=[C:31]([CH2:41][CH2:42][C:43]2[CH:48]=[C:47]([O:49][CH3:50])[CH:46]=[C:45]([O:51][CH3:52])[CH:44]=2)[CH:30]=1.[NH4+].[Cl-]. The catalyst is C1COCC1. The product is [CH3:50][O:49][C:47]1[CH:48]=[C:43]([CH2:42][CH2:41][C:31]2[NH:32][N:33]=[C:29]([NH:28][C:22](=[O:24])[C:21]3[CH:20]=[CH:19][C:18]([CH:15]4[CH2:14][CH2:13][N:12]([CH3:11])[CH2:17][CH2:16]4)=[CH:27][CH:26]=3)[CH:30]=2)[CH:44]=[C:45]([O:51][CH3:52])[CH:46]=1. The yield is 0.161. (8) The reactants are F[C:2]1[CH:3]=[C:4]([C:12]2[C:20]3[CH2:19][CH2:18][CH2:17][C:16]=3[CH:15]=[N:14][CH:13]=2)[CH:5]=[CH:6][C:7]=1[C:8]([F:11])([F:10])[F:9].FC(F)(F)C1C=CC(C2OC=NC=2)=CC=1. No catalyst specified. The product is [F:11][C:8]([F:9])([F:10])[C:7]1[CH:2]=[CH:3][C:4]([C:12]2[C:20]3[CH2:19][CH2:18][CH2:17][C:16]=3[CH:15]=[N:14][CH:13]=2)=[CH:5][CH:6]=1. The yield is 0.320.